Dataset: Full USPTO retrosynthesis dataset with 1.9M reactions from patents (1976-2016). Task: Predict the reactants needed to synthesize the given product. Given the product [I:39][C:2]1[N:3]([CH2:28][CH2:29][CH3:30])[C:4](=[O:27])[C:5]2[NH:6][C:7]([C:11]3[CH:12]=[N:13][N:14]([CH2:16][C:17]4[CH:22]=[CH:21][CH:20]=[C:19]([C:23]([F:25])([F:24])[F:26])[CH:18]=4)[CH:15]=3)=[N:8][C:9]=2[N:10]=1, predict the reactants needed to synthesize it. The reactants are: N[C:2]1[N:3]([CH2:28][CH2:29][CH3:30])[C:4](=[O:27])[C:5]2[NH:6][C:7]([C:11]3[CH:12]=[N:13][N:14]([CH2:16][C:17]4[CH:22]=[CH:21][CH:20]=[C:19]([C:23]([F:26])([F:25])[F:24])[CH:18]=4)[CH:15]=3)=[N:8][C:9]=2[N:10]=1.N(OCCC(C)C)=O.[I:39]I.[O-]S([O-])(=S)=O.[Na+].[Na+].